Dataset: Forward reaction prediction with 1.9M reactions from USPTO patents (1976-2016). Task: Predict the product of the given reaction. The product is: [CH:29]1([S:32]([N:1]2[CH2:2][CH2:3][CH:4]([O:7][C:8]3[S:9][C:10]4[CH:16]=[C:15]([C:17]5[CH2:18][CH2:19][N:20]([S:23]([CH2:26][CH2:27][CH3:28])(=[O:25])=[O:24])[CH2:21][CH:22]=5)[CH:14]=[CH:13][C:11]=4[N:12]=3)[CH2:5][CH2:6]2)(=[O:34])=[O:33])[CH2:31][CH2:30]1. Given the reactants [NH:1]1[CH2:6][CH2:5][CH:4]([O:7][C:8]2[S:9][C:10]3[CH:16]=[C:15]([C:17]4[CH2:18][CH2:19][N:20]([S:23]([CH2:26][CH2:27][CH3:28])(=[O:25])=[O:24])[CH2:21][CH:22]=4)[CH:14]=[CH:13][C:11]=3[N:12]=2)[CH2:3][CH2:2]1.[CH:29]1([S:32](Cl)(=[O:34])=[O:33])[CH2:31][CH2:30]1, predict the reaction product.